This data is from Full USPTO retrosynthesis dataset with 1.9M reactions from patents (1976-2016). The task is: Predict the reactants needed to synthesize the given product. Given the product [Cl:31][C:28]1[CH:29]=[CH:30][C:25]([CH:10]2[C:5]3[N:6]([CH:7]([CH3:9])[CH3:8])[C:2]([C:37]4[CH:38]=[N:39][C:34]([O:33][CH3:32])=[CH:35][CH:36]=4)=[N:3][C:4]=3[C:12](=[O:13])[N:11]2[C:14]2[CH:15]=[C:16]([CH3:24])[C:17]3[O:21][N:20]=[C:19]([CH3:22])[C:18]=3[CH:23]=2)=[CH:26][CH:27]=1, predict the reactants needed to synthesize it. The reactants are: Br[C:2]1[N:6]([CH:7]([CH3:9])[CH3:8])[C:5]2[CH:10]([C:25]3[CH:30]=[CH:29][C:28]([Cl:31])=[CH:27][CH:26]=3)[N:11]([C:14]3[CH:15]=[C:16]([CH3:24])[C:17]4[O:21][N:20]=[C:19]([CH3:22])[C:18]=4[CH:23]=3)[C:12](=[O:13])[C:4]=2[N:3]=1.[CH3:32][O:33][C:34]1[N:39]=[CH:38][C:37](B(O)O)=[CH:36][CH:35]=1.